Dataset: Reaction yield outcomes from USPTO patents with 853,638 reactions. Task: Predict the reaction yield, written as a fraction of the theoretical maximum amount of product (1.0 means a 100% yield; for example, 0.34 means a 34% yield). (1) The reactants are [N:1]1[C:9]2[C:4](=[N:5][CH:6]=[CH:7][CH:8]=2)[S:3][C:2]=1[N:10]=[C:11](SC)SC.Cl.Cl.[NH2:18][CH2:19][C@@:20]1([OH:28])[CH:25]2[CH2:26][CH2:27][N:22]([CH2:23][CH2:24]2)[CH2:21]1.C(=O)([O-])[O-].[Cs+].[Cs+].O. The catalyst is CN(C=O)C. The yield is 0.760. The product is [N:1]1[C:9]2[C:4](=[N:5][CH:6]=[CH:7][CH:8]=2)[S:3][C:2]=1[NH:10][C:11]1[O:28][C@:20]2([CH2:19][N:18]=1)[CH:25]1[CH2:26][CH2:27][N:22]([CH2:23][CH2:24]1)[CH2:21]2. (2) The reactants are [CH2:1]([NH:3][C:4]([NH:6][C:7]1[CH:8]=[C:9]([CH:11]=[CH:12][CH:13]=1)[NH2:10])=[O:5])[CH3:2].Cl[C:15]1[N:20]=[C:19](Cl)[C:18]([F:22])=[CH:17][N:16]=1. No catalyst specified. The product is [CH2:1]([NH:3][C:4]([NH:6][C:7]1[CH:8]=[C:9]([NH:10][C:15]2[N:20]=[C:19]([NH:10][C:9]3[CH:11]=[CH:12][CH:13]=[C:7]([NH:6][C:4]([NH:3][CH2:1][CH3:2])=[O:5])[CH:8]=3)[C:18]([F:22])=[CH:17][N:16]=2)[CH:11]=[CH:12][CH:13]=1)=[O:5])[CH3:2]. The yield is 0.660.